From a dataset of Full USPTO retrosynthesis dataset with 1.9M reactions from patents (1976-2016). Predict the reactants needed to synthesize the given product. (1) The reactants are: [Cl:1][C:2]1[CH:3]=[C:4]([C@:9]2([CH2:16][CH:17]3[O:21][CH2:20][CH2:19][O:18]3)[CH2:14][NH:13][C:12](=[O:15])[CH2:11][CH2:10]2)[CH:5]=[CH:6][C:7]=1[Cl:8].[C:22](=[O:25])([O-])[O-].[K+].[K+].[Br-].Cl.[NH3:30]. Given the product [Cl:1][C:2]1[CH:3]=[C:4]([C@:9]2([CH2:16][CH:17]3[O:21][CH2:20][CH2:19][O:18]3)[CH2:14][N:13]([C:4]3[CH:3]=[CH:2][CH:7]=[C:6]([O:25][CH3:22])[N:30]=3)[C:12](=[O:15])[CH2:11][CH2:10]2)[CH:5]=[CH:6][C:7]=1[Cl:8], predict the reactants needed to synthesize it. (2) Given the product [Br:12][C:13]1[CH:20]=[CH:19][C:16]([C:17]2[NH:1][N:2]=[C:3]([C:5]3[CH:10]=[CH:9][CH:8]=[C:7]([CH3:11])[N:6]=3)[N:4]=2)=[CH:15][CH:14]=1, predict the reactants needed to synthesize it. The reactants are: [NH2:1][NH:2][C:3]([C:5]1[CH:10]=[CH:9][CH:8]=[C:7]([CH3:11])[N:6]=1)=[NH:4].[Br:12][C:13]1[CH:20]=[CH:19][C:16]([CH:17]=O)=[CH:15][CH:14]=1. (3) The reactants are: [NH2:1][CH2:2][CH2:3][O:4][C:5]1[CH:10]=[CH:9][C:8]([C:11]2[N:12]([CH2:24][CH3:25])[C:13]3[C:18]([C:19]=2[C:20]#[N:21])=[CH:17][CH:16]=[C:15]([O:22][CH3:23])[CH:14]=3)=[CH:7][CH:6]=1.[CH2:26]([N:28]=[C:29]=[O:30])[CH3:27]. Given the product [C:20]([C:19]1[C:18]2[C:13](=[CH:14][C:15]([O:22][CH3:23])=[CH:16][CH:17]=2)[N:12]([CH2:24][CH3:25])[C:11]=1[C:8]1[CH:9]=[CH:10][C:5]([O:4][CH2:3][CH2:2][NH:1][C:29]([NH:28][CH2:26][CH3:27])=[O:30])=[CH:6][CH:7]=1)#[N:21], predict the reactants needed to synthesize it. (4) Given the product [NH2:1][C:2]1[N:7]=[N:6][C:5]([C:8]2[CH:9]=[C:10]([CH:15]=[CH:16][CH:17]=2)[C:11]([O:13][CH3:14])=[O:12])=[CH:4][C:3]=1[Br:23], predict the reactants needed to synthesize it. The reactants are: [NH2:1][C:2]1[N:7]=[N:6][C:5]([C:8]2[CH:9]=[C:10]([CH:15]=[CH:16][CH:17]=2)[C:11]([O:13][CH3:14])=[O:12])=[CH:4][CH:3]=1.C([O-])(O)=O.[Na+].[Br:23]Br. (5) Given the product [CH:15]1[C:23]2[C:22]3[CH:24]=[CH:25][CH:26]=[CH:27][C:21]=3[S:20][C:19]=2[C:18]([C:2]2[CH:3]=[CH:4][C:5]3[NH:6][C:7]4[C:12]([C:13]=3[CH:14]=2)=[CH:11][CH:10]=[CH:9][CH:8]=4)=[CH:17][CH:16]=1, predict the reactants needed to synthesize it. The reactants are: Br[C:2]1[CH:3]=[CH:4][C:5]2[NH:6][C:7]3[C:12]([C:13]=2[CH:14]=1)=[CH:11][CH:10]=[CH:9][CH:8]=3.[CH:15]1[C:23]2[C:22]3[CH:24]=[CH:25][CH:26]=[CH:27][C:21]=3[S:20][C:19]=2[C:18](B(O)O)=[CH:17][CH:16]=1.C1(C)C=CC=CC=1P(C1C=CC=CC=1C)C1C=CC=CC=1C.C(=O)([O-])[O-].[K+].[K+]. (6) Given the product [CH:2]([C:3]1([C:6]([O:8][CH3:9])=[O:7])[CH2:5][CH2:4]1)=[O:1], predict the reactants needed to synthesize it. The reactants are: [OH:1][CH2:2][C:3]1([C:6]([O:8][CH3:9])=[O:7])[CH2:5][CH2:4]1.ClN1C(=O)N(Cl)C(=O)N(Cl)C1=O.